Task: Predict the reactants needed to synthesize the given product.. Dataset: Full USPTO retrosynthesis dataset with 1.9M reactions from patents (1976-2016) (1) Given the product [NH2:36][C@@H:8]([CH2:7][N:37]1[CH:41]=[CH:40][N:39]=[CH:38]1)[CH2:9][O:10][C:11]1[CH:16]=[C:15]([C:17]2[CH:18]=[C:19]3[C:24](=[C:25]([NH2:27])[N:26]=2)[CH:23]=[N:22][C:21]2[CH:28]=[C:29]([O:34][CH3:35])[C:30]([O:32][CH3:33])=[CH:31][C:20]3=2)[CH:14]=[N:13][CH:12]=1, predict the reactants needed to synthesize it. The reactants are: Cl.CS(O[CH2:7][C@H:8]([NH2:36])[CH2:9][O:10][C:11]1[CH:12]=[N:13][CH:14]=[C:15]([C:17]2[CH:18]=[C:19]3[C:24](=[C:25]([NH2:27])[N:26]=2)[CH:23]=[N:22][C:21]2[CH:28]=[C:29]([O:34][CH3:35])[C:30]([O:32][CH3:33])=[CH:31][C:20]3=2)[CH:16]=1)(=O)=O.[NH:37]1[CH:41]=[CH:40][N:39]=[CH:38]1.C(=O)(O)[O-].[Na+]. (2) Given the product [Br:22][C:4]1[S:5][CH:6]=[C:7]([C:9](=[O:15])[C:10]([O:12][CH2:13][CH3:14])=[O:11])[N:8]=1, predict the reactants needed to synthesize it. The reactants are: C(N[C:4]1[S:5][CH:6]=[C:7]([C:9](=[O:15])[C:10]([O:12][CH2:13][CH3:14])=[O:11])[N:8]=1)=O.C(OCC)(=O)C.[Br-:22].[K+].N([O-])=O.[Na+]. (3) Given the product [C:66]1([C:65](=[N:78][C:2]2[N:7]3[CH:8]=[C:9]([CH2:11][OH:12])[N:10]=[C:6]3[CH:5]=[CH:4][CH:3]=2)[C:72]2[CH:73]=[CH:74][CH:75]=[CH:76][CH:77]=2)[CH:71]=[CH:70][CH:69]=[CH:68][CH:67]=1, predict the reactants needed to synthesize it. The reactants are: Br[C:2]1[N:7]2[CH:8]=[C:9]([CH2:11][OH:12])[N:10]=[C:6]2[CH:5]=[CH:4][CH:3]=1.C1(P(C2C=CC=CC=2)C2C=CC3C(=CC=CC=3)C=2C2C3C(=CC=CC=3)C=CC=2P(C2C=CC=CC=2)C2C=CC=CC=2)C=CC=CC=1.C(=O)([O-])[O-].[Cs+].[Cs+].[C:65](=[NH:78])([C:72]1[CH:77]=[CH:76][CH:75]=[CH:74][CH:73]=1)[C:66]1[CH:71]=[CH:70][CH:69]=[CH:68][CH:67]=1. (4) Given the product [Cl:1][C:2]1[CH:3]=[CH:4][C:5]([C:8]2[S:9][C:10]([C:19](=[N:28][O:29][CH2:30][CH3:31])[C:20]3[CH:25]=[CH:24][C:23]([O:26][CH3:27])=[CH:22][CH:21]=3)=[CH:11][C:12]=2[CH2:13][C:14]([OH:16])=[O:15])=[CH:6][CH:7]=1, predict the reactants needed to synthesize it. The reactants are: [Cl:1][C:2]1[CH:7]=[CH:6][C:5]([C:8]2[S:9][C:10]([C:19](=[N:28][O:29][CH2:30][CH3:31])[C:20]3[CH:25]=[CH:24][C:23]([O:26][CH3:27])=[CH:22][CH:21]=3)=[CH:11][C:12]=2[CH2:13][C:14]([O:16]CC)=[O:15])=[CH:4][CH:3]=1.[OH-].[Na+].Cl. (5) Given the product [CH:17]1([NH:20][C:2]2[CH:3]=[CH:4][C:5]3[N:6]([C:8]([C:11]4[CH:16]=[CH:15][N:14]=[CH:13][CH:12]=4)=[CH:9][N:10]=3)[N:7]=2)[CH2:19][CH2:18]1, predict the reactants needed to synthesize it. The reactants are: Cl[C:2]1[CH:3]=[CH:4][C:5]2[N:6]([C:8]([C:11]3[CH:16]=[CH:15][N:14]=[CH:13][CH:12]=3)=[CH:9][N:10]=2)[N:7]=1.[CH:17]1([NH2:20])[CH2:19][CH2:18]1.C1(P(C2C=CC=CC=2)C2C=CC3C(=CC=CC=3)C=2C2C3C(=CC=CC=3)C=CC=2P(C2C=CC=CC=2)C2C=CC=CC=2)C=CC=CC=1.CC(C)([O-])C.[Na+]. (6) Given the product [F:29][C:30]([F:43])([F:42])[S:31]([O:20][C:12]1[C:13]2[C:18]([CH3:19])=[N:17][CH:16]=[N:15][C:14]=2[N:9]([O:8][CH2:1][C:2]2[CH:3]=[CH:4][CH:5]=[CH:6][CH:7]=2)[C:10](=[O:21])[CH:11]=1)(=[O:33])=[O:32], predict the reactants needed to synthesize it. The reactants are: [CH2:1]([O:8][N:9]1[C:14]2[N:15]=[CH:16][N:17]=[C:18]([CH3:19])[C:13]=2[C:12]([OH:20])=[CH:11][C:10]1=[O:21])[C:2]1[CH:7]=[CH:6][CH:5]=[CH:4][CH:3]=1.C(N(CC)CC)C.[F:29][C:30]([F:43])([F:42])[S:31](O[S:31]([C:30]([F:43])([F:42])[F:29])(=[O:33])=[O:32])(=[O:33])=[O:32].